This data is from Forward reaction prediction with 1.9M reactions from USPTO patents (1976-2016). The task is: Predict the product of the given reaction. (1) Given the reactants [CH3:1][C:2]1[CH:7]=[CH:6][C:5]([S:8]([NH:11][C:12](=[O:36])[O:13][CH2:14][CH2:15][C:16]2[CH:21]=[CH:20][C:19]([N:22]3[C:26]([CH3:27])=[C:25]([C:28]4[CH:33]=[CH:32][C:31](F)=[CH:30][CH:29]=4)[C:24]([CH3:35])=[N:23]3)=[CH:18][CH:17]=2)(=[O:10])=[O:9])=[CH:4][CH:3]=1.[CH3:37][O:38]C1C=CC(B(O)O)=CC=1, predict the reaction product. The product is: [C:2]1([CH3:1])[CH:3]=[CH:4][C:5]([S:8]([NH2:11])(=[O:9])=[O:10])=[CH:6][CH:7]=1.[CH3:1][C:2]1[CH:7]=[CH:6][C:5]([S:8]([NH:11][C:12](=[O:36])[O:13][CH2:14][CH2:15][C:16]2[CH:21]=[CH:20][C:19]([N:22]3[C:26]([CH3:27])=[C:25]([C:28]4[CH:33]=[CH:32][C:31]([O:38][CH3:37])=[CH:30][CH:29]=4)[C:24]([CH3:35])=[N:23]3)=[CH:18][CH:17]=2)(=[O:10])=[O:9])=[CH:4][CH:3]=1. (2) Given the reactants [C:1]([O:5][C:6]([NH:8][C@@H:9]([CH2:42][C:43]1[CH:48]=[CH:47][CH:46]=[CH:45][CH:44]=1)[CH2:10][C@@H:11]1[O:15][C:14]([CH3:17])([CH3:16])[N:13]([C:18]([O:20][CH2:21][C:22]2[CH:27]=[CH:26][CH:25]=[CH:24][CH:23]=2)=[O:19])[C@H:12]1[CH2:28][C:29]1[CH:34]=[CH:33][C:32](OC(=O)C(F)(F)F)=[CH:31][CH:30]=1)=[O:7])([CH3:4])([CH3:3])[CH3:2].[Li+].[Cl-].[CH3:51][C:52]1[CH:57]=[CH:56][CH:55]=[C:54]([Sn](CCCC)(CCCC)CCCC)[N:53]=1, predict the reaction product. The product is: [C:1]([O:5][C:6]([NH:8][C@@H:9]([CH2:42][C:43]1[CH:48]=[CH:47][CH:46]=[CH:45][CH:44]=1)[CH2:10][C@@H:11]1[O:15][C:14]([CH3:16])([CH3:17])[N:13]([C:18]([O:20][CH2:21][C:22]2[CH:23]=[CH:24][CH:25]=[CH:26][CH:27]=2)=[O:19])[C@H:12]1[CH2:28][C:29]1[CH:30]=[CH:31][C:32]([C:54]2[CH:55]=[CH:56][CH:57]=[C:52]([CH3:51])[N:53]=2)=[CH:33][CH:34]=1)=[O:7])([CH3:2])([CH3:3])[CH3:4]. (3) Given the reactants [Br:1][C:2]1[C:3]([F:12])=[CH:4][C:5](F)=[C:6]([N+:8]([O-:10])=[O:9])[CH:7]=1.C(N(C(C)C)CC)(C)C.[CH2:22]([NH:26][CH:27]1[CH2:32][CH2:31][CH2:30][CH2:29][CH2:28]1)[CH:23]([CH3:25])[CH3:24], predict the reaction product. The product is: [Br:1][C:2]1[C:3]([F:12])=[CH:4][C:5]([N:26]([CH:27]2[CH2:32][CH2:31][CH2:30][CH2:29][CH2:28]2)[CH2:22][CH:23]([CH3:25])[CH3:24])=[C:6]([N+:8]([O-:10])=[O:9])[CH:7]=1. (4) The product is: [C:18]([C:8]1[C:7]2[CH2:2][C:1]([CH3:4])([CH3:3])[O:22][C:6]=2[C:5]([C:1]([CH3:2])([CH3:3])[CH3:4])=[CH:10][C:9]=1[O:11][C:12](=[O:17])[C:13]([CH3:15])([CH3:16])[CH3:14])([CH3:21])([CH3:19])[CH3:20]. Given the reactants [C:1]([C:5]1[CH:10]=[C:9]([O:11][C:12](=[O:17])[C:13]([CH3:16])([CH3:15])[CH3:14])[C:8]([C:18]([CH3:21])([CH3:20])[CH3:19])=[CH:7][C:6]=1[O:22]CC(C)=C)([CH3:4])([CH3:3])[CH3:2], predict the reaction product. (5) Given the reactants [Br:1][C:2]1[CH:11]=[C:10]([CH:12]=O)[CH:9]=[C:8]2[C:3]=1[CH2:4][N:5]([CH2:23][C:24]1[CH:29]=[CH:28][C:27]([O:30][CH3:31])=[CH:26][CH:25]=1)[C:6](=[O:22])[N:7]2[C:14]1[C:19]([Cl:20])=[CH:18][CH:17]=[CH:16][C:15]=1[Cl:21].[CH:32]([N:35]1[CH2:40][CH:39]2[CH2:41][CH:36]1[CH2:37][NH:38]2)([CH3:34])[CH3:33], predict the reaction product. The product is: [Br:1][C:2]1[CH:11]=[C:10]([CH2:12][N:38]2[CH2:37][CH:36]3[CH2:41][CH:39]2[CH2:40][N:35]3[CH:32]([CH3:34])[CH3:33])[CH:9]=[C:8]2[C:3]=1[CH2:4][N:5]([CH2:23][C:24]1[CH:29]=[CH:28][C:27]([O:30][CH3:31])=[CH:26][CH:25]=1)[C:6](=[O:22])[N:7]2[C:14]1[C:15]([Cl:21])=[CH:16][CH:17]=[CH:18][C:19]=1[Cl:20].